This data is from Forward reaction prediction with 1.9M reactions from USPTO patents (1976-2016). The task is: Predict the product of the given reaction. Given the reactants [H-].[Al+3].[Li+].[H-].[H-].[H-].[CH3:7][C:8]1([CH3:18])[C:13](=O)[NH:12][C@H:11]2[CH2:15][CH2:16][CH2:17][C@H:10]2[NH:9]1.O.O.O.O.O.O.O.O.O.O.S([O-])([O-])(=O)=O.[Na+].[Na+].[H][H], predict the reaction product. The product is: [CH3:7][C:8]1([CH3:18])[NH:9][C@H:10]2[CH2:17][CH2:16][CH2:15][C@H:11]2[NH:12][CH2:13]1.